This data is from Catalyst prediction with 721,799 reactions and 888 catalyst types from USPTO. The task is: Predict which catalyst facilitates the given reaction. (1) Reactant: [CH2:1]([N:8]1[C:12](=[O:13])[C:11](=[C:14]2[N:18]([CH3:19])[C:17]3[CH:20]=[C:21]([O:24]C)[CH:22]=[CH:23][C:16]=3[S:15]2)[S:10][C:9]1=[N:26][C:27]1[CH:28]=[C:29]([CH:32]=[CH:33][C:34]=1[NH:35][CH2:36][CH3:37])[C:30]#[N:31])[C:2]1[CH:7]=[CH:6][CH:5]=[CH:4][CH:3]=1.B(Br)(Br)Br.CO. Product: [CH2:1]([N:8]1[C:12](=[O:13])[C:11](=[C:14]2[N:18]([CH3:19])[C:17]3[CH:20]=[C:21]([OH:24])[CH:22]=[CH:23][C:16]=3[S:15]2)[S:10][C:9]1=[N:26][C:27]1[CH:28]=[C:29]([CH:32]=[CH:33][C:34]=1[NH:35][CH2:36][CH3:37])[C:30]#[N:31])[C:2]1[CH:7]=[CH:6][CH:5]=[CH:4][CH:3]=1. The catalyst class is: 2. (2) Reactant: [CH3:1][C:2]1[CH:6]=[CH:5][NH:4][N:3]=1.[H-].[Na+].F[C:10]1[CH:11]=[N:12][CH:13]=[CH:14][CH:15]=1.O. Product: [CH3:1][C:2]1[CH:6]=[CH:5][N:4]([C:10]2[CH:11]=[N:12][CH:13]=[CH:14][CH:15]=2)[N:3]=1.[CH3:1][C:2]1[N:3]([C:10]2[CH:11]=[N:12][CH:13]=[CH:14][CH:15]=2)[N:4]=[CH:5][CH:6]=1. The catalyst class is: 9. (3) Reactant: [CH3:1][C:2]1([CH3:34])[C:15]2[C:10]3=[C:11]([C:22]4[CH:23]=[C:24]([C:28]5[CH:33]=[CH:32][CH:31]=[CH:30][CH:29]=5)[CH:25]=[CH:26][C:27]=4[N:9]3[C:8]3[CH:7]=[CH:6][CH:5]=[CH:4][C:3]1=3)[CH:12]=[C:13]([C:16]1[CH:21]=[CH:20][CH:19]=[CH:18][CH:17]=1)[CH:14]=2.C1C(=O)N([Br:42])C(=O)C1.O. Product: [Br:42][C:5]1[CH:6]=[CH:7][C:8]2[N:9]3[C:27]4[CH:26]=[CH:25][C:24]([C:28]5[CH:33]=[CH:32][CH:31]=[CH:30][CH:29]=5)=[CH:23][C:22]=4[C:11]4[CH:12]=[C:13]([C:16]5[CH:17]=[CH:18][CH:19]=[CH:20][CH:21]=5)[CH:14]=[C:15]([C:2]([CH3:34])([CH3:1])[C:3]=2[CH:4]=1)[C:10]3=4. The catalyst class is: 643. (4) Reactant: [F:1][C:2]1[CH:12]=[C:11]([F:13])[CH:10]=[C:9]([O:14][CH3:15])[C:3]=1[O:4][CH2:5][CH:6]1[CH2:8][O:7]1.[BrH:16]. Product: [Br:16][CH2:8][CH:6]([OH:7])[CH2:5][O:4][C:3]1[C:9]([O:14][CH3:15])=[CH:10][C:11]([F:13])=[CH:12][C:2]=1[F:1]. The catalyst class is: 28. (5) Reactant: [Br:1][C:2]1[CH:11]=[CH:10][CH:9]=[C:8]2[C:3]=1[CH:4]=[CH:5][CH:6]=[C:7]2[CH2:12]O.C1(P(C2C=CC=CC=2)C2C=CC=CC=2)C=CC=CC=1.C1C(=O)N([Br:40])C(=O)C1. Product: [Br:1][C:2]1[C:3]2[C:8](=[C:7]([CH2:12][Br:40])[CH:6]=[CH:5][CH:4]=2)[CH:9]=[CH:10][CH:11]=1. The catalyst class is: 2. (6) The catalyst class is: 357. Product: [CH3:1][O:2][C:3]1[CH:4]=[C:5]([CH2:6][OH:23])[CH:15]=[C:16]([O:20][CH3:21])[C:17]=1[O:18][CH3:19]. Reactant: [CH3:1][O:2][C:3]1[CH:4]=[C:5]([CH:15]=[C:16]([O:20][CH3:21])[C:17]=1[O:18][CH3:19])/[CH:6]=C\C1C=C(C=CC=1)N.C[O:23]C1C=CC(C=O)=C(OC)C=1OC.[BH4-].[Na+].